From a dataset of Full USPTO retrosynthesis dataset with 1.9M reactions from patents (1976-2016). Predict the reactants needed to synthesize the given product. (1) Given the product [CH2:31]([O:1][C:2]1[CH:7]=[CH:6][C:5]([N+:8]([O-:10])=[O:9])=[CH:4][C:3]=1[C:11]([N:13]1[CH2:18][CH2:17][N:16]([C:19]2[CH:24]=[CH:23][C:22]([C:25]([F:28])([F:27])[F:26])=[CH:21][CH:20]=2)[CH2:15][CH2:14]1)=[O:12])[CH:29]=[CH2:30], predict the reactants needed to synthesize it. The reactants are: [OH:1][C:2]1[CH:7]=[CH:6][C:5]([N+:8]([O-:10])=[O:9])=[CH:4][C:3]=1[C:11]([N:13]1[CH2:18][CH2:17][N:16]([C:19]2[CH:24]=[CH:23][C:22]([C:25]([F:28])([F:27])[F:26])=[CH:21][CH:20]=2)[CH2:15][CH2:14]1)=[O:12].[CH:29]1(Br)[CH2:31][CH2:30]1. (2) Given the product [Cl:35][C:29]1[CH:30]=[CH:31][CH:32]=[C:33]([Cl:34])[C:28]=1[C:21]1[C:20]([CH2:19][O:18][C:14]2[CH:15]=[C:16]([CH3:17])[C:11]([N:10]([CH3:41])[C:8](=[O:9])[C:7]3[CH:36]=[CH:37][C:4]([C:3]([OH:2])=[O:38])=[CH:5][CH:6]=3)=[N:12][CH:13]=2)=[C:24]([CH:25]([CH3:27])[CH3:26])[O:23][N:22]=1, predict the reactants needed to synthesize it. The reactants are: C[O:2][C:3](=[O:38])[C:4]1[CH:37]=[CH:36][C:7]([C:8]([NH:10][C:11]2[C:16]([CH3:17])=[CH:15][C:14]([O:18][CH2:19][C:20]3[C:21]([C:28]4[C:33]([Cl:34])=[CH:32][CH:31]=[CH:30][C:29]=4[Cl:35])=[N:22][O:23][C:24]=3[CH:25]([CH3:27])[CH3:26])=[CH:13][N:12]=2)=[O:9])=[CH:6][CH:5]=1.[H-].[Na+].[CH3:41]I.[OH-].[Na+]. (3) The reactants are: [CH2:1]([O:8][C:9]([NH:11][C:12]1[C:13]([C:23]([OH:25])=O)=[N:14][C:15]2[C:20]([CH:21]=1)=[CH:19][CH:18]=[C:17]([Br:22])[CH:16]=2)=[O:10])[C:2]1[CH:7]=[CH:6][CH:5]=[CH:4][CH:3]=1.[NH2:26][C:27]1[CH:28]=[N:29][CH:30]=[CH:31][C:32]=1[N:33]1[CH2:38][C@H:37]([CH3:39])[C@@H:36]([O:40][Si:41]([C:44]([CH3:47])([CH3:46])[CH3:45])([CH3:43])[CH3:42])[C@H:35]([NH:48][C:49](=[O:55])[O:50][C:51]([CH3:54])([CH3:53])[CH3:52])[CH2:34]1.CN(C(ON1N=NC2C=CC=NC1=2)=[N+](C)C)C.F[P-](F)(F)(F)(F)F.CCN(C(C)C)C(C)C. Given the product [CH2:1]([O:8][C:9](=[O:10])[NH:11][C:12]1[C:13]([C:23]([NH:26][C:27]2[CH:28]=[N:29][CH:30]=[CH:31][C:32]=2[N:33]2[CH2:38][C@H:37]([CH3:39])[C@@H:36]([O:40][Si:41]([C:44]([CH3:45])([CH3:46])[CH3:47])([CH3:43])[CH3:42])[C@H:35]([NH:48][C:49]([O:50][C:51]([CH3:52])([CH3:54])[CH3:53])=[O:55])[CH2:34]2)=[O:25])=[N:14][C:15]2[C:20]([CH:21]=1)=[CH:19][CH:18]=[C:17]([Br:22])[CH:16]=2)[C:2]1[CH:7]=[CH:6][CH:5]=[CH:4][CH:3]=1, predict the reactants needed to synthesize it.